This data is from Full USPTO retrosynthesis dataset with 1.9M reactions from patents (1976-2016). The task is: Predict the reactants needed to synthesize the given product. (1) Given the product [O:1]=[C:2]1[CH2:7][CH2:6][CH2:5][N:4]([C:8]([O:10][C:11]([CH3:14])([CH3:13])[CH3:12])=[O:9])[CH2:3]1, predict the reactants needed to synthesize it. The reactants are: [OH:1][CH:2]1[CH2:7][CH2:6][CH2:5][N:4]([C:8]([O:10][C:11]([CH3:14])([CH3:13])[CH3:12])=[O:9])[CH2:3]1.CC(OI1(OC(C)=O)(OC(C)=O)OC(=O)C2C=CC=CC1=2)=O. (2) The reactants are: Br[CH2:2][C:3]1[CH:8]=[C:7]([F:9])[C:6]([F:10])=[CH:5][C:4]=1[C:11]1[CH:12]=[CH:13][C:14]([C:17]([NH:19][CH2:20][CH2:21][C:22]([O:24][CH2:25][CH3:26])=[O:23])=[O:18])=[N:15][CH:16]=1.[Cl:27][C:28]1[CH:29]=[C:30]([CH:32]=[CH:33][C:34]=1[I:35])[NH2:31].C([O-])([O-])=O.[K+].[K+]. Given the product [Cl:27][C:28]1[CH:29]=[C:30]([NH:31][CH2:2][C:3]2[CH:8]=[C:7]([F:9])[C:6]([F:10])=[CH:5][C:4]=2[C:11]2[CH:12]=[CH:13][C:14]([C:17]([NH:19][CH2:20][CH2:21][C:22]([O:24][CH2:25][CH3:26])=[O:23])=[O:18])=[N:15][CH:16]=2)[CH:32]=[CH:33][C:34]=1[I:35], predict the reactants needed to synthesize it.